Dataset: Forward reaction prediction with 1.9M reactions from USPTO patents (1976-2016). Task: Predict the product of the given reaction. (1) Given the reactants [CH3:1][O:2][CH:3]([O:9][CH3:10])[CH2:4][O:5][CH2:6][CH2:7][OH:8].C(N(CC)CC)C.[Br:18][C:19]([CH3:24])([CH3:23])[C:20](Br)=[O:21], predict the reaction product. The product is: [CH3:1][O:2][CH:3]([O:9][CH3:10])[CH2:4][O:5][CH2:6][CH2:7][O:8][C:20](=[O:21])[C:19]([Br:18])([CH3:24])[CH3:23]. (2) Given the reactants [C:1]([C:3]1[C:4]([F:31])=[CH:5][C:6]([F:30])=[C:7]([C@:9]23[CH2:18][O:17][C@@H:16]([CH2:19][F:20])[CH2:15][C@H:14]2[CH2:13][S:12][C:11]([NH:21]C(=O)C2C=CC=CC=2)=[N:10]3)[CH:8]=1)#[N:2].NC1SC[C@@H]2C[C@H](COCC3C=CC=CC=3)OC[C@]2(C2C(F)=CC(F)=C(C=2)C#N)N=1, predict the reaction product. The product is: [NH2:21][C:11]1[S:12][CH2:13][C@@H:14]2[CH2:15][C@H:16]([CH2:19][F:20])[O:17][CH2:18][C@:9]2([C:7]2[C:6]([F:30])=[CH:5][C:4]([F:31])=[C:3]([CH:8]=2)[C:1]#[N:2])[N:10]=1. (3) Given the reactants [Mg].[CH2:2]([O:9][C:10]1[CH:11]=[C:12](Br)[CH:13]=[CH:14][CH:15]=1)[C:3]1[CH:8]=[CH:7][CH:6]=[CH:5][CH:4]=1.[Br-].II.[O:20]=[C:21]1[CH2:26][CH2:25][N:24]([C:27]([O:29][C:30]([CH3:33])([CH3:32])[CH3:31])=[O:28])[CH2:23][CH2:22]1, predict the reaction product. The product is: [CH2:2]([O:9][C:10]1[CH:11]=[C:12]([C:21]2([OH:20])[CH2:22][CH2:23][N:24]([C:27]([O:29][C:30]([CH3:32])([CH3:31])[CH3:33])=[O:28])[CH2:25][CH2:26]2)[CH:13]=[CH:14][CH:15]=1)[C:3]1[CH:8]=[CH:7][CH:6]=[CH:5][CH:4]=1. (4) Given the reactants CN(C=O)C.Br[C:7]1[C:12]([O:13][CH3:14])=[CH:11][C:10]([NH2:15])=[CH:9][C:8]=1[O:16][CH3:17].[C:18]1(B(O)O)[CH:23]=[CH:22][CH:21]=[CH:20][CH:19]=1.P([O-])([O-])([O-])=O.[K+].[K+].[K+], predict the reaction product. The product is: [CH3:17][O:16][C:8]1[CH:9]=[C:10]([NH2:15])[CH:11]=[C:12]([O:13][CH3:14])[C:7]=1[C:18]1[CH:23]=[CH:22][CH:21]=[CH:20][CH:19]=1.